Task: Predict which catalyst facilitates the given reaction.. Dataset: Catalyst prediction with 721,799 reactions and 888 catalyst types from USPTO (1) Reactant: [CH2:1]([C:3]1[CH:9]=[CH:8][CH:7]=[C:6]([CH2:10][CH3:11])[C:4]=1[NH2:5])[CH3:2].[C:12]([C:15]1[CH:20]=[CH:19][CH:18]=[C:17]([C:21](=O)[CH3:22])[N:16]=1)(=O)[CH3:13]. Product: [CH2:1]([C:3]1[CH:9]=[CH:8][CH:7]=[C:6]([CH2:10][CH3:11])[C:4]=1[N:5]=[C:12]([C:15]1[CH:20]=[CH:19][CH:18]=[C:17]([C:21](=[N:5][C:4]2[C:6]([CH2:10][CH3:11])=[CH:7][CH:8]=[CH:9][C:3]=2[CH2:1][CH3:2])[CH3:22])[N:16]=1)[CH3:13])[CH3:2]. The catalyst class is: 212. (2) Reactant: [F:1][C:2]1[CH:3]=[C:4]([N+:9]([O-:11])=[O:10])[CH:5]=[CH:6][C:7]=1F.[CH3:12][N:13]1[CH2:18][CH2:17][NH:16][CH2:15][CH2:14]1.C(=O)([O-])[O-].[K+].[K+]. Product: [F:1][C:2]1[CH:3]=[C:4]([N+:9]([O-:11])=[O:10])[CH:5]=[CH:6][C:7]=1[N:16]1[CH2:17][CH2:18][N:13]([CH3:12])[CH2:14][CH2:15]1. The catalyst class is: 16.